The task is: Predict which catalyst facilitates the given reaction.. This data is from Catalyst prediction with 721,799 reactions and 888 catalyst types from USPTO. (1) Reactant: Cl.[CH3:2][O:3][C:4](=[O:9])[C@H:5]([CH2:7][OH:8])[NH2:6].C(N(CC)CC)C.[CH3:17][Si:18]([CH3:33])([CH3:32])[CH2:19][CH2:20][O:21][C:22](=O)[O:23]N1C(=O)CCC1=O. Product: [CH3:2][O:3][C:4](=[O:9])[CH:5]([NH:6][C:22]([O:21][CH2:20][CH2:19][Si:18]([CH3:33])([CH3:32])[CH3:17])=[O:23])[CH2:7][OH:8]. The catalyst class is: 4. (2) Reactant: [NH2:1][CH2:2][C:3]1[N:7]([CH2:8][C@@H:9]2[C@H:12]([NH:13][C:14](=[O:30])/[C:15](=[N:22]\[O:23][C:24]([CH3:29])([CH3:28])[C:25]([OH:27])=[O:26])/[C:16]3[N:17]=[C:18]([NH2:21])[S:19][CH:20]=3)[C:11](=[O:31])[N:10]2[S:32]([OH:35])(=[O:34])=[O:33])[N:6]=[CH:5][N:4]=1.Cl.[N:37]1([C:42](N)=[NH:43])C=CC=N1.CCN(C(C)C)C(C)C. Product: [NH2:21][C:18]1[S:19][CH:20]=[C:16](/[C:15](=[N:22]/[O:23][C:24]([CH3:29])([CH3:28])[C:25]([OH:27])=[O:26])/[C:14]([NH:13][C@@H:12]2[C:11](=[O:31])[N:10]([S:32]([OH:35])(=[O:34])=[O:33])[C@@H:9]2[CH2:8][N:7]2[C:3]([CH2:2][NH:1][C:42]([NH2:43])=[NH:37])=[N:4][CH:5]=[N:6]2)=[O:30])[N:17]=1. The catalyst class is: 3.